From a dataset of NCI-60 drug combinations with 297,098 pairs across 59 cell lines. Regression. Given two drug SMILES strings and cell line genomic features, predict the synergy score measuring deviation from expected non-interaction effect. (1) Drug 1: CS(=O)(=O)C1=CC(=C(C=C1)C(=O)NC2=CC(=C(C=C2)Cl)C3=CC=CC=N3)Cl. Drug 2: CC1C(C(=O)NC(C(=O)N2CCCC2C(=O)N(CC(=O)N(C(C(=O)O1)C(C)C)C)C)C(C)C)NC(=O)C3=C4C(=C(C=C3)C)OC5=C(C(=O)C(=C(C5=N4)C(=O)NC6C(OC(=O)C(N(C(=O)CN(C(=O)C7CCCN7C(=O)C(NC6=O)C(C)C)C)C)C(C)C)C)N)C. Cell line: CCRF-CEM. Synergy scores: CSS=25.0, Synergy_ZIP=18.5, Synergy_Bliss=22.4, Synergy_Loewe=22.6, Synergy_HSA=21.5. (2) Drug 1: CCCCCOC(=O)NC1=NC(=O)N(C=C1F)C2C(C(C(O2)C)O)O. Drug 2: CCN(CC)CCCC(C)NC1=C2C=C(C=CC2=NC3=C1C=CC(=C3)Cl)OC. Cell line: PC-3. Synergy scores: CSS=2.22, Synergy_ZIP=-5.89, Synergy_Bliss=1.51, Synergy_Loewe=-20.5, Synergy_HSA=-0.887. (3) Drug 1: C1=NC2=C(N1)C(=S)N=C(N2)N. Drug 2: C1=CN(C=N1)CC(O)(P(=O)(O)O)P(=O)(O)O. Cell line: NCI-H226. Synergy scores: CSS=7.87, Synergy_ZIP=-7.01, Synergy_Bliss=-4.67, Synergy_Loewe=-19.0, Synergy_HSA=-3.71. (4) Cell line: SF-268. Synergy scores: CSS=3.97, Synergy_ZIP=-1.15, Synergy_Bliss=0.150, Synergy_Loewe=-0.763, Synergy_HSA=-0.699. Drug 2: C1C(C(OC1N2C=NC3=C2NC=NCC3O)CO)O. Drug 1: C(=O)(N)NO. (5) Drug 1: CC1=C(C=C(C=C1)C(=O)NC2=CC(=CC(=C2)C(F)(F)F)N3C=C(N=C3)C)NC4=NC=CC(=N4)C5=CN=CC=C5. Drug 2: C1C(C(OC1N2C=NC3=C2NC=NCC3O)CO)O. Cell line: SNB-75. Synergy scores: CSS=6.25, Synergy_ZIP=-1.80, Synergy_Bliss=2.08, Synergy_Loewe=5.13, Synergy_HSA=3.03. (6) Drug 1: CCC1=C2CN3C(=CC4=C(C3=O)COC(=O)C4(CC)O)C2=NC5=C1C=C(C=C5)O. Drug 2: N.N.Cl[Pt+2]Cl. Cell line: SF-539. Synergy scores: CSS=66.2, Synergy_ZIP=-1.84, Synergy_Bliss=-2.59, Synergy_Loewe=-2.47, Synergy_HSA=1.16.